From a dataset of Aqueous solubility values for 9,982 compounds from the AqSolDB database. Regression/Classification. Given a drug SMILES string, predict its absorption, distribution, metabolism, or excretion properties. Task type varies by dataset: regression for continuous measurements (e.g., permeability, clearance, half-life) or binary classification for categorical outcomes (e.g., BBB penetration, CYP inhibition). For this dataset (solubility_aqsoldb), we predict Y. (1) The molecule is [Cl-].c1ccc(C[P+](c2ccccc2)(c2ccccc2)c2ccccc2)cc1. The Y is -0.719 log mol/L. (2) The Y is -2.05 log mol/L. The drug is CCC(=O)c1ccccc1.